This data is from Full USPTO retrosynthesis dataset with 1.9M reactions from patents (1976-2016). The task is: Predict the reactants needed to synthesize the given product. (1) Given the product [F:37][C:38]([F:40])([F:39])[CH:22]([C:20]1[CH:19]=[C:18]([CH2:24][O:25][CH2:26][C:27]([F:29])([F:30])[F:28])[N:17]=[C:16]([NH:15][C:5]2[CH:6]=[CH:7][C:8]([N:9]3[CH:13]=[C:12]([CH3:14])[N:11]=[CH:10]3)=[C:3]([O:2][CH3:1])[CH:4]=2)[N:21]=1)[OH:23], predict the reactants needed to synthesize it. The reactants are: [CH3:1][O:2][C:3]1[CH:4]=[C:5]([NH:15][C:16]2[N:21]=[C:20]([CH:22]=[O:23])[CH:19]=[C:18]([CH2:24][O:25][CH2:26][C:27]([F:30])([F:29])[F:28])[N:17]=2)[CH:6]=[CH:7][C:8]=1[N:9]1[CH:13]=[C:12]([CH3:14])[N:11]=[CH:10]1.C(=O)([O-])[O-].[K+].[K+].[F:37][C:38]([Si](C)(C)C)([F:40])[F:39]. (2) The reactants are: Cl[CH2:2][C:3]1[CH:21]=[CH:20][C:6]([O:7][CH2:8][C:9]2[N:10]=[C:11]([C:15]3[O:16][CH:17]=[CH:18][CH:19]=3)[O:12][C:13]=2[CH3:14])=[C:5]([O:22][CH3:23])[CH:4]=1.[CH2:24]([N:26]1[CH:30]=[C:29]([C:31]([O:33][CH2:34][CH3:35])=[O:32])[C:28]([OH:36])=[N:27]1)[CH3:25].CN(C)C=O.[H-].[Na+]. Given the product [CH2:24]([N:26]1[CH:30]=[C:29]([C:31]([O:33][CH2:34][CH3:35])=[O:32])[C:28]([O:36][CH2:2][C:3]2[CH:21]=[CH:20][C:6]([O:7][CH2:8][C:9]3[N:10]=[C:11]([C:15]4[O:16][CH:17]=[CH:18][CH:19]=4)[O:12][C:13]=3[CH3:14])=[C:5]([O:22][CH3:23])[CH:4]=2)=[N:27]1)[CH3:25], predict the reactants needed to synthesize it. (3) The reactants are: [NH2:1][CH:2]([C:10]1[C:15]([O:16][CH3:17])=[CH:14][CH:13]=[CH:12][C:11]=1[O:18][CH3:19])[CH2:3][CH2:4][CH2:5][C:6]([O:8]C)=O.[CH3:20][C:21]1[S:25][C:24]([C:26]2[CH:27]=[C:28]([CH:31]=[CH:32][CH:33]=2)[CH:29]=O)=[N:23][CH:22]=1. Given the product [CH3:19][O:18][C:11]1[CH:12]=[CH:13][CH:14]=[C:15]([O:16][CH3:17])[C:10]=1[CH:2]1[N:1]([CH2:29][C:28]2[CH:31]=[CH:32][CH:33]=[C:26]([C:24]3[S:25][C:21]([CH3:20])=[CH:22][N:23]=3)[CH:27]=2)[C:6](=[O:8])[CH2:5][CH2:4][CH2:3]1, predict the reactants needed to synthesize it.